This data is from Reaction yield outcomes from USPTO patents with 853,638 reactions. The task is: Predict the reaction yield, written as a fraction of the theoretical maximum amount of product (1.0 means a 100% yield; for example, 0.34 means a 34% yield). (1) The reactants are [CH3:1][O:2][C:3]1[CH:9]=[C:8]([O:10][CH3:11])[C:7]([N+:12]([O-:14])=[O:13])=[CH:6][C:4]=1[NH2:5].[CH3:15][O:16]C1C=C(OC)C([N+]([O-])=O)=CC=1[N+]([O-])=O.C(Cl)(Cl)=O. The catalyst is CCOC(C)=O. The product is [N:5]([C:4]1[CH:6]=[C:7]([N+:12]([O-:14])=[O:13])[C:8]([O:10][CH3:11])=[CH:9][C:3]=1[O:2][CH3:1])=[C:15]=[O:16]. The yield is 0.800. (2) The reactants are [C:1]([O:5][C:6]([N:8]1[CH2:26][CH2:25][C:11]2([CH2:14][N:13]([C@H:15]3[C:23]4[C:18](=[CH:19][C:20](Br)=[CH:21][CH:22]=4)[CH2:17][CH2:16]3)[CH2:12]2)[CH2:10][CH2:9]1)=[O:7])([CH3:4])([CH3:3])[CH3:2].[CH3:27][C:28]1[CH:29]=[N:30][NH:31][CH:32]=1.C(P(C(C)(C)C)C1N(C2C(C3C=CC=CC=3)=NN(C3C=CC=CC=3)C=2C2C=CC=CC=2)N=CC=1)(C)(C)C.C(=O)([O-])[O-].[Cs+].[Cs+]. The yield is 0.790. The catalyst is C1C=CC(/C=C/C(/C=C/C2C=CC=CC=2)=O)=CC=1.C1C=CC(/C=C/C(/C=C/C2C=CC=CC=2)=O)=CC=1.C1C=CC(/C=C/C(/C=C/C2C=CC=CC=2)=O)=CC=1.[Pd].[Pd].O1CCOCC1. The product is [C:1]([O:5][C:6]([N:8]1[CH2:26][CH2:25][C:11]2([CH2:14][N:13]([C@H:15]3[C:23]4[C:18](=[CH:19][C:20]([N:30]5[CH:29]=[C:28]([CH3:27])[CH:32]=[N:31]5)=[CH:21][CH:22]=4)[CH2:17][CH2:16]3)[CH2:12]2)[CH2:10][CH2:9]1)=[O:7])([CH3:4])([CH3:3])[CH3:2]. (3) The reactants are O[CH2:2][C:3]1[S:7][C:6]([C:8]2[NH:9][C:10]3[C:15]([CH:16]=2)=[CH:14][CH:13]=[CH:12][C:11]=3[N:17]([CH3:26])[S:18]([C:21]2[S:22][CH:23]=[CH:24][CH:25]=2)(=[O:20])=[O:19])=[N:5][CH:4]=1.S(Cl)([Cl:29])=O.O1CCCC1. The catalyst is CN(C)C=O.O. The product is [Cl:29][CH2:2][C:3]1[S:7][C:6]([C:8]2[NH:9][C:10]3[C:15]([CH:16]=2)=[CH:14][CH:13]=[CH:12][C:11]=3[N:17]([CH3:26])[S:18]([C:21]2[S:22][CH:23]=[CH:24][CH:25]=2)(=[O:20])=[O:19])=[N:5][CH:4]=1. The yield is 0.760. (4) The reactants are C(C1COC(=O)N1[C:14](=[O:46])[CH:15]([C:20]1[CH:21]=[C:22]([C:36]2[CH:41]=[CH:40][C:39]([C:42]([F:45])([F:44])[F:43])=[CH:38][CH:37]=2)[CH:23]=[C:24]([C:26]2[CH:31]=[CH:30][C:29]([C:32]([F:35])([F:34])[F:33])=[CH:28][CH:27]=2)[CH:25]=1)[CH2:16][CH:17]([CH3:19])[CH3:18])C1C=CC=CC=1.O[Li].[OH2:49].OO.[O-]S([O-])=O.[Na+].[Na+]. The catalyst is C1COCC1.O. The product is [F:33][C:32]([F:34])([F:35])[C:29]1[CH:30]=[CH:31][C:26]([C:24]2[CH:25]=[C:20]([C@@H:15]([CH2:16][CH:17]([CH3:19])[CH3:18])[C:14]([OH:46])=[O:49])[CH:21]=[C:22]([C:36]3[CH:37]=[CH:38][C:39]([C:42]([F:45])([F:44])[F:43])=[CH:40][CH:41]=3)[CH:23]=2)=[CH:27][CH:28]=1. The yield is 0.920. (5) The reactants are [C:1]([O:5][C:6](=[O:19])[CH2:7][C@@H:8]([CH2:17][OH:18])[CH2:9][C@H:10]([CH3:16])[CH2:11][CH2:12][CH2:13][CH2:14][CH3:15])([CH3:4])([CH3:3])[CH3:2].[S:20](Cl)([C:23]1[CH:29]=[CH:28][C:26]([CH3:27])=[CH:25][CH:24]=1)(=[O:22])=[O:21].C(N(CC)CC)C. The catalyst is C(Cl)Cl.CN(C1C=CN=CC=1)C. The product is [C:1]([O:5][C:6](=[O:19])[CH2:7][C@@H:8]([CH2:17][O:18][S:20]([C:23]1[CH:29]=[CH:28][C:26]([CH3:27])=[CH:25][CH:24]=1)(=[O:22])=[O:21])[CH2:9][C@H:10]([CH3:16])[CH2:11][CH2:12][CH2:13][CH2:14][CH3:15])([CH3:3])([CH3:2])[CH3:4]. The yield is 0.960. (6) The reactants are [Cl-].O[NH3+:3].[C:4](=[O:7])([O-])[OH:5].[Na+].CS(C)=O.[CH2:13]([C:17]1[N:18]=[C:19]([CH3:50])[N:20]([CH2:39][C:40]2[N:44]([CH3:45])[C:43]3[CH:46]=[CH:47][CH:48]=[CH:49][C:42]=3[N:41]=2)[C:21](=[O:38])[C:22]=1[CH2:23][C:24]1[CH:29]=[CH:28][C:27]([C:30]2[C:31]([C:36]#[N:37])=[CH:32][CH:33]=[CH:34][CH:35]=2)=[CH:26][CH:25]=1)[CH2:14][CH2:15][CH3:16]. The catalyst is C(OCC)(=O)C. The product is [CH2:13]([C:17]1[N:18]=[C:19]([CH3:50])[N:20]([CH2:39][C:40]2[N:44]([CH3:45])[C:43]3[CH:46]=[CH:47][CH:48]=[CH:49][C:42]=3[N:41]=2)[C:21](=[O:38])[C:22]=1[CH2:23][C:24]1[CH:29]=[CH:28][C:27]([C:30]2[CH:35]=[CH:34][CH:33]=[CH:32][C:31]=2[C:36]2[NH:3][C:4](=[O:7])[O:5][N:37]=2)=[CH:26][CH:25]=1)[CH2:14][CH2:15][CH3:16]. The yield is 0.650. (7) The reactants are [S:1]1[C:5]2[CH2:6][CH2:7][CH2:8][CH2:9][CH2:10][C:4]=2[N:3]=[C:2]1[NH2:11].[F:12][C:13]([F:24])([F:23])[C:14]1[CH:15]=[C:16]([CH:20]=[CH:21][CH:22]=1)[C:17](Cl)=[O:18].Br[CH:26]([CH2:31][CH3:32])[C:27]([O:29]C)=[O:28].FC1C2N=C(N)SC=2C=C(F)C=1.C1(C)C=CC(C(Cl)=O)=CC=1.BrCC(OCC)=O. No catalyst specified. The product is [F:12][C:13]([F:24])([F:23])[C:14]1[CH:15]=[C:16]([CH:20]=[CH:21][CH:22]=1)[C:17]([N:11]=[C:2]1[N:3]([CH:26]([CH2:31][CH3:32])[C:27]([OH:29])=[O:28])[C:4]2[CH2:10][CH2:9][CH2:8][CH2:7][CH2:6][C:5]=2[S:1]1)=[O:18]. The yield is 0.360. (8) The reactants are [Cl:1][C:2]1[CH:7]=[CH:6][C:5]([C:8]2[CH:12]=[CH:11][NH:10][N:9]=2)=[CH:4][C:3]=1[CH2:13][NH:14][C:15](=[O:18])[O:16][CH3:17].CN[C@@H]1CCCC[C@H]1NC.C(=O)([O-])[O-].[K+].[K+].Br[C:36]1[CH:37]=[CH:38][C:39]2[O:48][CH2:47][C:42]3([O:46][CH2:45][CH2:44][O:43]3)[CH2:41][C:40]=2[CH:49]=1. The catalyst is O1CCOCC1.[Cu]I.CO.C(Cl)(Cl)Cl. The product is [Cl:1][C:2]1[CH:7]=[CH:6][C:5]([C:8]2[CH:12]=[CH:11][N:10]([C:36]3[CH:37]=[CH:38][C:39]4[O:48][CH2:47][C:42]5([O:43][CH2:44][CH2:45][O:46]5)[CH2:41][C:40]=4[CH:49]=3)[N:9]=2)=[CH:4][C:3]=1[CH2:13][NH:14][C:15](=[O:18])[O:16][CH3:17]. The yield is 0.180. (9) The reactants are Cl[C:2]1[N:7]=[CH:6][C:5]([O:8][CH2:9][CH:10]2[CH2:15][CH2:14][N:13]([C:16]([O:18][C:19]([CH3:22])([CH3:21])[CH3:20])=[O:17])[CH2:12][CH2:11]2)=[CH:4][CH:3]=1.[C:23]([C:26]1[CH:31]=[CH:30][C:29](B(O)O)=[CH:28][CH:27]=1)(=[O:25])[CH3:24].O.C([O-])([O-])=O.[Na+].[Na+]. The catalyst is O1CCOCC1.C1C=CC(P(C2C=CC=CC=2)[C-]2C=CC=C2)=CC=1.C1C=CC(P(C2C=CC=CC=2)[C-]2C=CC=C2)=CC=1.Cl[Pd]Cl.[Fe+2]. The product is [C:23]([C:26]1[CH:31]=[CH:30][C:29]([C:2]2[N:7]=[CH:6][C:5]([O:8][CH2:9][CH:10]3[CH2:15][CH2:14][N:13]([C:16]([O:18][C:19]([CH3:22])([CH3:21])[CH3:20])=[O:17])[CH2:12][CH2:11]3)=[CH:4][CH:3]=2)=[CH:28][CH:27]=1)(=[O:25])[CH3:24]. The yield is 0.470.